This data is from Peptide-MHC class II binding affinity with 134,281 pairs from IEDB. The task is: Regression. Given a peptide amino acid sequence and an MHC pseudo amino acid sequence, predict their binding affinity value. This is MHC class II binding data. (1) The peptide sequence is SDDQISIMKLPLSTK. The MHC is DRB1_0701 with pseudo-sequence DRB1_0701. The binding affinity (normalized) is 0.658. (2) The peptide sequence is VYYLTRDPTTPLARAAWETA. The MHC is DRB1_0401 with pseudo-sequence DRB1_0401. The binding affinity (normalized) is 0.696. (3) The peptide sequence is IAHQRITLTARCLRL. The MHC is H-2-IAd with pseudo-sequence H-2-IAd. The binding affinity (normalized) is 0.593. (4) The peptide sequence is EDSALLEDPAGT. The MHC is DRB1_0404 with pseudo-sequence DRB1_0404. The binding affinity (normalized) is 0.